Regression. Given two drug SMILES strings and cell line genomic features, predict the synergy score measuring deviation from expected non-interaction effect. From a dataset of NCI-60 drug combinations with 297,098 pairs across 59 cell lines. (1) Drug 2: CCC1=C2N=C(C=C(N2N=C1)NCC3=C[N+](=CC=C3)[O-])N4CCCCC4CCO. Synergy scores: CSS=61.1, Synergy_ZIP=0.493, Synergy_Bliss=0.700, Synergy_Loewe=-4.16, Synergy_HSA=0.769. Drug 1: C1CC(C1)(C(=O)O)C(=O)O.[NH2-].[NH2-].[Pt+2]. Cell line: SW-620. (2) Drug 1: C1=CC(=CC=C1C#N)C(C2=CC=C(C=C2)C#N)N3C=NC=N3. Drug 2: CC(C)(C#N)C1=CC(=CC(=C1)CN2C=NC=N2)C(C)(C)C#N. Cell line: MDA-MB-231. Synergy scores: CSS=-1.54, Synergy_ZIP=1.51, Synergy_Bliss=0.268, Synergy_Loewe=-2.81, Synergy_HSA=-1.98. (3) Drug 1: CN1C(=O)N2C=NC(=C2N=N1)C(=O)N. Drug 2: C(=O)(N)NO. Cell line: EKVX. Synergy scores: CSS=-1.08, Synergy_ZIP=3.93, Synergy_Bliss=5.00, Synergy_Loewe=-2.59, Synergy_HSA=-2.57.